From a dataset of Full USPTO retrosynthesis dataset with 1.9M reactions from patents (1976-2016). Predict the reactants needed to synthesize the given product. The reactants are: O1CCN([C:7]2[C:8](=[O:22])[N:9]([C:13]3[CH:18]=[CH:17][C:16]([N+:19]([O-:21])=[O:20])=[CH:15][CH:14]=3)[CH2:10][CH2:11][CH:12]=2)CC1.Cl/[C:24](=[N:30]\[NH:31][C:32]1[CH:37]=[CH:36][C:35]([O:38][CH3:39])=[CH:34][CH:33]=1)/[C:25]([O:27][CH2:28][CH3:29])=[O:26].C(OCC)(=O)C. Given the product [CH3:39][O:38][C:35]1[CH:36]=[CH:37][C:32]([N:31]2[C:7]3[C:8](=[O:22])[N:9]([C:13]4[CH:18]=[CH:17][C:16]([N+:19]([O-:21])=[O:20])=[CH:15][CH:14]=4)[CH2:10][CH2:11][C:12]=3[C:24]([C:25]([O:27][CH2:28][CH3:29])=[O:26])=[N:30]2)=[CH:33][CH:34]=1, predict the reactants needed to synthesize it.